This data is from Full USPTO retrosynthesis dataset with 1.9M reactions from patents (1976-2016). The task is: Predict the reactants needed to synthesize the given product. (1) Given the product [F:18][C:19]1[C:20]2[N:27]=[C:15]([CH2:14][CH:9]3[CH2:10][CH2:11][CH2:12][CH2:13][NH:8]3)[NH:26][C:21]=2[CH:22]=[CH:23][C:24]=1[F:25], predict the reactants needed to synthesize it. The reactants are: C(OC([N:8]1[CH2:13][CH2:12][CH2:11][CH2:10][CH:9]1[CH2:14][C:15](O)=O)=O)(C)(C)C.[F:18][C:19]1[C:24]([F:25])=[CH:23][CH:22]=[C:21]([NH2:26])[C:20]=1[NH2:27].C(=O)([O-])[O-].[K+].[K+]. (2) Given the product [CH3:27][O:26][C:20]1[CH:19]=[C:18]([C:3]2[C:2]([C:30]3[CH:31]=[CH:32][CH:33]=[CH:34][C:29]=3[F:28])=[CH:7][N:6]=[C:5]([CH3:8])[C:4]=2[C:9]2[C:14]([F:15])=[CH:13][C:12]([F:16])=[CH:11][C:10]=2[F:17])[CH:23]=[C:22]([O:24][CH3:25])[CH:21]=1, predict the reactants needed to synthesize it. The reactants are: Br[C:2]1[C:3]([C:18]2[CH:23]=[C:22]([O:24][CH3:25])[CH:21]=[C:20]([O:26][CH3:27])[CH:19]=2)=[C:4]([C:9]2[C:14]([F:15])=[CH:13][C:12]([F:16])=[CH:11][C:10]=2[F:17])[C:5]([CH3:8])=[N:6][CH:7]=1.[F:28][C:29]1[CH:34]=[CH:33][CH:32]=[CH:31][C:30]=1B(O)O.P([O-])([O-])([O-])=O.[K+].[K+].[K+].C1(P(C2CCCCC2)C2C=CC=CC=2C2C(OC)=CC=CC=2OC)CCCCC1. (3) The reactants are: C[O:2][C:3](=[O:23])[C:4]1[CH:9]=[CH:8][C:7]([CH:10]([S:15][C:16]2[CH:21]=[CH:20][C:19]([Br:22])=[CH:18][CH:17]=2)[CH2:11][CH:12]([CH3:14])[CH3:13])=[CH:6][CH:5]=1.[OH-].[Na+]. Given the product [Br:22][C:19]1[CH:18]=[CH:17][C:16]([S:15][CH:10]([C:7]2[CH:6]=[CH:5][C:4]([C:3]([OH:23])=[O:2])=[CH:9][CH:8]=2)[CH2:11][CH:12]([CH3:14])[CH3:13])=[CH:21][CH:20]=1, predict the reactants needed to synthesize it.